From a dataset of Catalyst prediction with 721,799 reactions and 888 catalyst types from USPTO. Predict which catalyst facilitates the given reaction. (1) Reactant: C(N(CC)CC)C.Cl[C:9]1[CH:13]2[O:14][C:15]([CH3:18])([CH3:17])[O:16][CH:12]2[C:11](=[O:19])[CH:10]=1.[O:20]1[C:24]2[CH:25]=[CH:26][C:27]([CH:29]3[CH2:31][NH:30]3)=[CH:28][C:23]=2[O:22][CH2:21]1. Product: [O:20]1[C:24]2[CH:25]=[CH:26][C:27]([CH:29]3[CH2:31][N:30]3[C:9]3[CH:13]4[O:14][C:15]([CH3:18])([CH3:17])[O:16][CH:12]4[C:11](=[O:19])[CH:10]=3)=[CH:28][C:23]=2[O:22][CH2:21]1. The catalyst class is: 7. (2) Reactant: [NH2:1][C@H:2]([C:7]([OH:9])=O)[CH2:3][C:4](=[O:6])[OH:5].[NH2:10][C@H:11]([C:19]([O:21][CH3:22])=[O:20])[CH2:12][C:13]1[CH:18]=[CH:17][CH:16]=[CH:15][CH:14]=1. Product: [CH3:22][O:21][C:19]([C@@H:11]([NH:10][C:7]([C@@H:2]([NH2:1])[CH2:3][C:4]([OH:5])=[O:6])=[O:9])[CH2:12][C:13]1[CH:14]=[CH:15][CH:16]=[CH:17][CH:18]=1)=[O:20]. The catalyst class is: 5. (3) Product: [Br:1][C:2]1[CH:15]=[CH:14][C:5]([O:6][Si:7]([C:10]([CH3:11])([CH3:12])[CH3:13])([CH3:8])[CH3:9])=[CH:4][C:3]=1[CH2:16][Br:17]. The catalyst class is: 13. Reactant: [Br:1][C:2]1[CH:15]=[CH:14][C:5]([O:6][Si:7]([C:10]([CH3:13])([CH3:12])[CH3:11])([CH3:9])[CH3:8])=[CH:4][C:3]=1[CH3:16].[Br:17]N1C(=O)CCC1=O.N(C(C)(C)C#N)=NC(C)(C)C#N. (4) Reactant: [Br:1]Br.C([O-])(=O)C.[K+].[C:8]([C:10]1[CH:11]=[C:12]([C:17]2[N:18]=[C:19]([C:22]([O:24][CH2:25][CH3:26])=[O:23])[S:20][CH:21]=2)[CH:13]=[CH:14][C:15]=1[F:16])#[N:9].S([O-])([O-])(=O)=S.[Na+].[Na+]. Product: [Br:1][C:21]1[S:20][C:19]([C:22]([O:24][CH2:25][CH3:26])=[O:23])=[N:18][C:17]=1[C:12]1[CH:13]=[CH:14][C:15]([F:16])=[C:10]([C:8]#[N:9])[CH:11]=1. The catalyst class is: 15. (5) Reactant: [F:1][C:2]1[C:10]([O:11][CH2:12][C:13]2[S:14][C:15]3[CH:21]=[CH:20][C:19]([C:22]4[CH:27]=[CH:26][C:25]([O:28]C)=[CH:24][CH:23]=4)=[CH:18][C:16]=3[N:17]=2)=[CH:9][CH:8]=[C:7]([F:30])[C:3]=1[C:4]([NH2:6])=[O:5].B(Br)(Br)Br. Product: [F:1][C:2]1[C:10]([O:11][CH2:12][C:13]2[S:14][C:15]3[CH:21]=[CH:20][C:19]([C:22]4[CH:27]=[CH:26][C:25]([OH:28])=[CH:24][CH:23]=4)=[CH:18][C:16]=3[N:17]=2)=[CH:9][CH:8]=[C:7]([F:30])[C:3]=1[C:4]([NH2:6])=[O:5]. The catalyst class is: 2. (6) Reactant: [CH2:1]([O:8][C:9]1[C:10]2[N:11]([N:16]=[CH:17][C:18]=2[C:19](OC)=[O:20])[CH:12]=[C:13]([Cl:15])[CH:14]=1)[C:2]1[CH:7]=[CH:6][CH:5]=[CH:4][CH:3]=1.[H-].[Al+3].[Li+].[H-].[H-].[H-]. Product: [CH2:1]([O:8][C:9]1[C:10]2[N:11]([N:16]=[CH:17][C:18]=2[CH2:19][OH:20])[CH:12]=[C:13]([Cl:15])[CH:14]=1)[C:2]1[CH:3]=[CH:4][CH:5]=[CH:6][CH:7]=1. The catalyst class is: 1.